From a dataset of Full USPTO retrosynthesis dataset with 1.9M reactions from patents (1976-2016). Predict the reactants needed to synthesize the given product. (1) Given the product [CH3:1][O:2][C:3]1[CH:12]=[CH:11][CH:10]=[CH:9][C:4]=1[C:5]1[N:19]([C:16]2[CH:17]=[CH:18][C:13]([CH3:22])=[CH:14][CH:15]=2)[C:20]([SH:21])=[N:8][N:7]=1, predict the reactants needed to synthesize it. The reactants are: [CH3:1][O:2][C:3]1[CH:12]=[CH:11][CH:10]=[CH:9][C:4]=1[C:5]([NH:7][NH2:8])=O.[C:13]1([CH3:22])[CH:18]=[CH:17][C:16]([N:19]=[C:20]=[S:21])=[CH:15][CH:14]=1. (2) Given the product [CH:1]1([C:7]2[N:12]3[N:13]=[C:14]([NH:16][C:21]4[CH:26]=[CH:25][C:24]([N:27]5[CH:31]=[C:30]([CH3:32])[N:29]=[CH:28]5)=[C:23]([O:33][CH3:34])[CH:22]=4)[N:15]=[C:11]3[C:10]([CH2:17][O:18][CH3:19])=[CH:9][N:8]=2)[CH2:2][CH2:3][CH2:4][CH2:5][CH2:6]1, predict the reactants needed to synthesize it. The reactants are: [CH:1]1([C:7]2[N:12]3[N:13]=[C:14]([NH2:16])[N:15]=[C:11]3[C:10]([CH2:17][O:18][CH3:19])=[CH:9][N:8]=2)[CH2:6][CH2:5][CH2:4][CH2:3][CH2:2]1.Br[C:21]1[CH:26]=[CH:25][C:24]([N:27]2[CH:31]=[C:30]([CH3:32])[N:29]=[CH:28]2)=[C:23]([O:33][CH3:34])[CH:22]=1. (3) Given the product [CH3:12][C:9]1[CH:10]=[CH:11][N:6]([CH2:5][C:4]([NH:16][NH2:17])=[O:3])[C:7](=[O:13])[CH:8]=1, predict the reactants needed to synthesize it. The reactants are: C([O:3][C:4](=O)[CH2:5][N:6]1[CH:11]=[CH:10][C:9]([CH3:12])=[CH:8][C:7]1=[O:13])C.O.[NH2:16][NH2:17]. (4) Given the product [CH:7]1([NH:12][CH2:16][CH2:17][NH:18][CH:24]([CH3:25])[CH3:23])[CH2:8][CH2:9][CH2:10][CH2:11]1, predict the reactants needed to synthesize it. The reactants are: [H-].[Al+3].[Li+].[H-].[H-].[H-].[CH:7]1([N:12]([CH2:16][C:17]#[N:18])C(C)C)[CH2:11][CH2:10][CH2:9][CH2:8]1.[OH-].[Na+].O.O1C[CH2:25][CH2:24][CH2:23]1. (5) Given the product [N+:1]([C:4]1[CH:5]=[C:6]([CH:9]=[CH:10][CH:11]=1)[CH2:7][NH:15][CH2:14][CH2:12][OH:13])([O-:3])=[O:2], predict the reactants needed to synthesize it. The reactants are: [N+:1]([C:4]1[CH:5]=[C:6]([CH:9]=[CH:10][CH:11]=1)[CH:7]=O)([O-:3])=[O:2].[CH2:12]([CH2:14][NH2:15])[OH:13].[BH4-].[Na+].O. (6) Given the product [C:25]1([C:28]2[CH:29]=[CH:30][CH:31]=[CH:32][CH:33]=2)[CH:24]=[CH:23][C:22]([O:21][CH2:20][CH2:19][CH2:18][O:16][C:14]2[CH:13]=[CH:12][C:9]([CH:10]=[O:11])=[C:8]([F:7])[CH:15]=2)=[CH:27][CH:26]=1, predict the reactants needed to synthesize it. The reactants are: CC(C)([O-])C.[K+].[F:7][C:8]1[CH:15]=[C:14]([OH:16])[CH:13]=[CH:12][C:9]=1[CH:10]=[O:11].Br[CH2:18][CH2:19][CH2:20][O:21][C:22]1[CH:27]=[CH:26][C:25]([C:28]2[CH:33]=[CH:32][CH:31]=[CH:30][CH:29]=2)=[CH:24][CH:23]=1.